Dataset: Full USPTO retrosynthesis dataset with 1.9M reactions from patents (1976-2016). Task: Predict the reactants needed to synthesize the given product. (1) Given the product [F:1][C:2]1[CH:3]=[CH:4][C:5]([C@H:9]([NH2:11])[CH3:10])=[N+:6]([O-:8])[CH:7]=1, predict the reactants needed to synthesize it. The reactants are: [F:1][C:2]1[CH:3]=[CH:4][C:5]([C@H:9]([NH:11]C(=O)OC(C)(C)C)[CH3:10])=[N+:6]([O-:8])[CH:7]=1.Cl.O1CCOCC1. (2) Given the product [F:1][C:2]1[CH:7]=[C:6]([F:8])[CH:5]=[CH:4][C:3]=1[C@:9]12[CH2:10][O:11][C@@H:12]([C@@H:17]3[CH2:21][CH2:20][CH2:19][O:18]3)[CH2:13][C@H:14]1[CH2:15][S:24][C:23]([NH:25][C:26](=[O:33])[C:27]1[CH:32]=[CH:31][CH:30]=[CH:29][CH:28]=1)=[N:22]2, predict the reactants needed to synthesize it. The reactants are: [F:1][C:2]1[CH:7]=[C:6]([F:8])[CH:5]=[CH:4][C:3]=1[C@@:9]1([NH:22][C:23]([NH:25][C:26](=[O:33])[C:27]2[CH:32]=[CH:31][CH:30]=[CH:29][CH:28]=2)=[S:24])[C@H:14]([CH2:15]O)[CH2:13][C@H:12]([C@@H:17]2[CH2:21][CH2:20][CH2:19][O:18]2)[O:11][CH2:10]1.C(OC[C@@H]1OC[C@]2(C3C=CC(F)=CC=3F)N=C(NC(=O)C3C=CC=CC=3)SC[C@@H]2C1)C1C=CC=CC=1. (3) The reactants are: Br[C:2]1[CH:3]=[C:4]2[C:9](=[CH:10][CH:11]=1)[N:8]=[CH:7][C:6]([C:12](=[O:15])[CH2:13][CH3:14])=[C:5]2[NH:16][C:17]1[CH:18]=[CH:19][C:20]([N:23]2[CH2:28][CH2:27][CH2:26][CH:25]([NH:29][C:30](=[O:36])[O:31][C:32]([CH3:35])([CH3:34])[CH3:33])[CH2:24]2)=[N:21][CH:22]=1.[Cl:37][C:38]1[CH:43]=[C:42](B2OC(C)(C)C(C)(C)O2)[CH:41]=[C:40]([F:53])[C:39]=1[OH:54]. Given the product [Cl:37][C:38]1[CH:43]=[C:42]([C:2]2[CH:3]=[C:4]3[C:9](=[CH:10][CH:11]=2)[N:8]=[CH:7][C:6]([C:12](=[O:15])[CH2:13][CH3:14])=[C:5]3[NH:16][C:17]2[CH:18]=[CH:19][C:20]([N:23]3[CH2:28][CH2:27][CH2:26][CH:25]([NH:29][C:30](=[O:36])[O:31][C:32]([CH3:35])([CH3:34])[CH3:33])[CH2:24]3)=[N:21][CH:22]=2)[CH:41]=[C:40]([F:53])[C:39]=1[OH:54], predict the reactants needed to synthesize it. (4) Given the product [N:18]1([CH2:17][CH2:16][O:15][C:14]2[CH:13]=[C:12]([NH:1][C:2]3[N:7]=[CH:6][C:5]([NH2:8])=[CH:4][N:3]=3)[CH:25]=[CH:24][CH:23]=2)[CH2:22][CH2:21][CH2:20][CH2:19]1, predict the reactants needed to synthesize it. The reactants are: [NH2:1][C:2]1[N:7]=[CH:6][C:5]([N+:8]([O-])=O)=[CH:4][N:3]=1.Br[C:12]1[CH:13]=[C:14]([CH:23]=[CH:24][CH:25]=1)[O:15][CH2:16][CH2:17][N:18]1[CH2:22][CH2:21][CH2:20][CH2:19]1.C([O-])([O-])=O.[Cs+].[Cs+].CC1(C)C2C(=C(P(C3C=CC=CC=3)C3C=CC=CC=3)C=CC=2)OC2C(P(C3C=CC=CC=3)C3C=CC=CC=3)=CC=CC1=2. (5) The reactants are: [CH3:1][N:2]1[C:7]([CH3:9])([CH3:8])[CH2:6][CH:5]([OH:10])[CH2:4][C:3]1([CH3:12])[CH3:11].[Cl:13][C:14]1[CH:19]=[CH:18][C:17](O)=[CH:16][C:15]=1[F:21]. Given the product [ClH:13].[Cl:13][C:14]1[CH:19]=[CH:18][C:17]([O:10][CH:5]2[CH2:6][C:7]([CH3:8])([CH3:9])[N:2]([CH3:1])[C:3]([CH3:12])([CH3:11])[CH2:4]2)=[CH:16][C:15]=1[F:21], predict the reactants needed to synthesize it. (6) Given the product [OH:24][C@H:22]([C:15]1[N:16]=[C:17]2[C:12](=[CH:13][CH:14]=1)[CH2:11][C@H:10]1[N:18]2[C@H:19]([CH3:21])[CH2:20][NH:8][CH2:9]1)[CH3:23], predict the reactants needed to synthesize it. The reactants are: C(OC([N:8]1[CH2:20][C@@H:19]([CH3:21])[N:18]2[C@H:10]([CH2:11][C:12]3[C:17]2=[N:16][C:15]([CH:22]([OH:24])[CH3:23])=[CH:14][CH:13]=3)[CH2:9]1)=O)(C)(C)C.FC(F)(F)C(O)=O. (7) Given the product [CH2:23]([O:22][C:21]([N:20]([CH2:19][C:18]1[CH:32]=[C:33]([N+:36]([O-:38])=[O:37])[CH:34]=[CH:35][C:17]=1[C:5]([CH2:3][CH3:4])([C:6]([O:8][CH2:9][CH3:10])=[O:7])[C:11]([O:13][CH2:14][CH3:15])=[O:12])[CH3:31])=[O:30])[C:24]1[CH:29]=[CH:28][CH:27]=[CH:26][CH:25]=1, predict the reactants needed to synthesize it. The reactants are: [H-].[Na+].[CH2:3]([CH:5]([C:11]([O:13][CH2:14][CH3:15])=[O:12])[C:6]([O:8][CH2:9][CH3:10])=[O:7])[CH3:4].F[C:17]1[CH:35]=[CH:34][C:33]([N+:36]([O-:38])=[O:37])=[CH:32][C:18]=1[CH2:19][N:20]([CH3:31])[C:21](=[O:30])[O:22][CH2:23][C:24]1[CH:29]=[CH:28][CH:27]=[CH:26][CH:25]=1.